This data is from Reaction yield outcomes from USPTO patents with 853,638 reactions. The task is: Predict the reaction yield, written as a fraction of the theoretical maximum amount of product (1.0 means a 100% yield; for example, 0.34 means a 34% yield). (1) The reactants are S([O-])([O-])(=O)=O.[Na+].[Na+].[OH-].[K+].[CH2:10]([O:13][CH2:14][C:15]1[CH:20]=[CH:19][C:18]([C:21](=[N:28][NH2:29])[C:22]2[CH:27]=[CH:26][CH:25]=[CH:24][CH:23]=2)=[CH:17][CH:16]=1)[CH:11]=[CH2:12]. The catalyst is C(O)C.[Hg]=O. The product is [CH2:10]([O:13][CH2:14][C:15]1[CH:20]=[CH:19][C:18]([C:21](=[N+:28]=[N-:29])[C:22]2[CH:27]=[CH:26][CH:25]=[CH:24][CH:23]=2)=[CH:17][CH:16]=1)[CH:11]=[CH2:12]. The yield is 1.00. (2) The reactants are [NH2:1][C:2]1[CH:7]=[C:6]([C:8]([O:10][CH3:11])=[O:9])[CH:5]=[CH:4][C:3]=1[C:12]1[N:16]([CH2:17][CH:18]([CH3:20])[CH3:19])[CH:15]=[N:14][C:13]=1[C:21]#[N:22].Cl.O1CCOCC1. No catalyst specified. The product is [NH2:22][C:21]1[C:13]2[N:14]=[CH:15][N:16]([CH2:17][CH:18]([CH3:19])[CH3:20])[C:12]=2[C:3]2[CH:4]=[CH:5][C:6]([C:8]([O:10][CH3:11])=[O:9])=[CH:7][C:2]=2[N:1]=1. The yield is 0.880. (3) The reactants are [NH2:1][C:2]1[CH:7]=[CH:6][C:5]([C:8]2[N:9]([CH:25]3[CH2:28][CH2:27][CH2:26]3)[C:10]3[C:15]([C:16]=2[C:17]#[N:18])=[CH:14][CH:13]=[C:12]([O:19][CH2:20][S:21]([CH3:24])(=[O:23])=[O:22])[CH:11]=3)=[CH:4][CH:3]=1.Cl[C:30]([O:32][C:33]1[CH:38]=[CH:37][C:36]([N+]([O-])=O)=C[CH:34]=1)=[O:31].N1C=CC=CC=1.C1([C@H](O)C)CC1. The catalyst is C(Cl)Cl.ClCCCl. The product is [CH:38]1([C@H:33]([O:32][C:30](=[O:31])[NH:1][C:2]2[CH:3]=[CH:4][C:5]([C:8]3[N:9]([CH:25]4[CH2:28][CH2:27][CH2:26]4)[C:10]4[C:15]([C:16]=3[C:17]#[N:18])=[CH:14][CH:13]=[C:12]([O:19][CH2:20][S:21]([CH3:24])(=[O:23])=[O:22])[CH:11]=4)=[CH:6][CH:7]=2)[CH3:34])[CH2:37][CH2:36]1. The yield is 0.830. (4) The reactants are [CH3:1][C:2]1[CH:18]=[CH:17][C:5]([CH2:6][S:7]([CH2:10][CH2:11][N:12]2[CH2:16][CH2:15][CH2:14][CH2:13]2)(=[O:9])=[O:8])=[CH:4][CH:3]=1.[CH3:19][I:20]. The catalyst is C(Cl)Cl. The product is [I-:20].[CH3:19][N+:12]1([CH2:11][CH2:10][S:7]([CH2:6][C:5]2[CH:4]=[CH:3][C:2]([CH3:1])=[CH:18][CH:17]=2)(=[O:8])=[O:9])[CH2:13][CH2:14][CH2:15][CH2:16]1. The yield is 0.510. (5) The reactants are [C:1]([C:5]1[O:9][N:8]=[C:7]([C:10]2[CH:15]=[C:14]([O:16][CH2:17][C:18]3[CH:23]=[CH:22][C:21]([F:24])=[CH:20][CH:19]=3)[C:13]([CH:25]3[CH2:27][CH2:26]3)=[CH:12][N:11]=2)[N:6]=1)([CH3:4])([CH3:3])[CH3:2].C1C=C(Cl)C=C(C(OO)=[O:36])C=1. The catalyst is C(Cl)Cl. The product is [C:1]([C:5]1[O:9][N:8]=[C:7]([C:10]2[CH:15]=[C:14]([O:16][CH2:17][C:18]3[CH:19]=[CH:20][C:21]([F:24])=[CH:22][CH:23]=3)[C:13]([CH:25]3[CH2:26][CH2:27]3)=[CH:12][N+:11]=2[O-:36])[N:6]=1)([CH3:4])([CH3:2])[CH3:3]. The yield is 0.780.